From a dataset of NCI-60 drug combinations with 297,098 pairs across 59 cell lines. Regression. Given two drug SMILES strings and cell line genomic features, predict the synergy score measuring deviation from expected non-interaction effect. Drug 1: CC1=CC=C(C=C1)C2=CC(=NN2C3=CC=C(C=C3)S(=O)(=O)N)C(F)(F)F. Drug 2: CC1C(C(CC(O1)OC2CC(CC3=C2C(=C4C(=C3O)C(=O)C5=CC=CC=C5C4=O)O)(C(=O)C)O)N)O. Cell line: HCT116. Synergy scores: CSS=48.2, Synergy_ZIP=-3.65, Synergy_Bliss=-1.50, Synergy_Loewe=-11.4, Synergy_HSA=2.17.